From a dataset of Full USPTO retrosynthesis dataset with 1.9M reactions from patents (1976-2016). Predict the reactants needed to synthesize the given product. (1) The reactants are: Br[C:2]1[C:3](=[O:12])[CH2:4][CH2:5][C:6]=1[O:7][CH2:8][CH:9]([CH3:11])[CH3:10].[F:13][C:14]1[CH:19]=[CH:18][C:17](B(O)O)=[CH:16][CH:15]=1.COC1C=CC=C(OC)C=1C1C=CC=CC=1P(C1CCCCC1)C1CCCCC1.[O-]P([O-])([O-])=O.[K+].[K+].[K+]. Given the product [F:13][C:14]1[CH:19]=[CH:18][C:17]([C:2]2[C:3](=[O:12])[CH2:4][CH2:5][C:6]=2[O:7][CH2:8][CH:9]([CH3:11])[CH3:10])=[CH:16][CH:15]=1, predict the reactants needed to synthesize it. (2) Given the product [NH2:23][C:10]1[CH:11]=[C:12]([NH:15][C:16]2[CH:21]=[C:20]([Cl:22])[N:19]=[CH:18][N:17]=2)[CH:13]=[CH:14][C:9]=1[O:8][CH2:1][C:2]1[CH:3]=[CH:4][CH:5]=[CH:6][CH:7]=1, predict the reactants needed to synthesize it. The reactants are: [CH2:1]([O:8][C:9]1[CH:14]=[CH:13][C:12]([NH:15][C:16]2[CH:21]=[C:20]([Cl:22])[N:19]=[CH:18][N:17]=2)=[CH:11][C:10]=1[N+:23]([O-])=O)[C:2]1[CH:7]=[CH:6][CH:5]=[CH:4][CH:3]=1.S(=O)(=O)(O)O.C(=O)([O-])O.[Na+]. (3) Given the product [Br:1][C:2]1[CH:3]=[CH:4][C:5]([C:8]2[N:15]([C:17]3[CH:22]=[CH:21][N:20]=[CH:19][CH:18]=3)[N:11]=[CH:10][CH:9]=2)=[CH:6][CH:7]=1, predict the reactants needed to synthesize it. The reactants are: [Br:1][C:2]1[CH:7]=[CH:6][C:5]([C:8](=O)[CH:9]=[CH:10][N:11](C)C)=[CH:4][CH:3]=1.[NH:15]([C:17]1[CH:22]=[CH:21][N:20]=[CH:19][CH:18]=1)N. (4) The reactants are: [CH3:1][O:2][C:3]1[CH:8]=[CH:7][C:6]([CH2:9][O:10][CH2:11][CH2:12][C:13]#[C:14][CH3:15])=[CH:5][CH:4]=1.[C:16]1(/[CH:22]=[C:23]2/[C:24](=[N:29]O)[CH2:25][CH2:26][CH2:27][CH2:28]/2)[CH:21]=[CH:20][CH:19]=[CH:18][CH:17]=1. Given the product [CH3:1][O:2][C:3]1[CH:8]=[CH:7][C:6]([CH2:9][O:10][CH2:11][CH2:12][C:13]2[C:14]([CH3:15])=[N:29][C:24]3[CH2:25][CH2:26][CH2:27][CH2:28][C:23]=3[C:22]=2[C:16]2[CH:21]=[CH:20][CH:19]=[CH:18][CH:17]=2)=[CH:5][CH:4]=1, predict the reactants needed to synthesize it. (5) Given the product [CH3:1][O:2][CH2:3][CH:4]([N:8]1[C:17]2[C:12](=[CH:13][C:14]([C:44]3[CH:43]=[N:42][C:41]([NH:40][C:38](=[O:39])[NH:37][CH2:35][CH3:36])=[CH:46][C:45]=3[C:47]3[S:48][CH:49]=[C:50]([C:52]([F:55])([F:53])[F:54])[N:51]=3)=[CH:15][CH:16]=2)[C:11](=[O:19])[C:10]([C:20]([N:22]2[CH2:27][CH2:26][N:25]([C:28]([O:30][C:31]([CH3:34])([CH3:33])[CH3:32])=[O:29])[CH2:24][CH2:23]2)=[O:21])=[CH:9]1)[CH2:5][O:6][CH3:7], predict the reactants needed to synthesize it. The reactants are: [CH3:1][O:2][CH2:3][CH:4]([N:8]1[C:17]2[C:12](=[CH:13][C:14](I)=[CH:15][CH:16]=2)[C:11](=[O:19])[C:10]([C:20]([N:22]2[CH2:27][CH2:26][N:25]([C:28]([O:30][C:31]([CH3:34])([CH3:33])[CH3:32])=[O:29])[CH2:24][CH2:23]2)=[O:21])=[CH:9]1)[CH2:5][O:6][CH3:7].[CH2:35]([NH:37][C:38]([NH:40][C:41]1[CH:46]=[C:45]([C:47]2[S:48][CH:49]=[C:50]([C:52]([F:55])([F:54])[F:53])[N:51]=2)[C:44](B2OC(C)(C)C(C)(C)O2)=[CH:43][N:42]=1)=[O:39])[CH3:36].C(=O)([O-])[O-].[Na+].[Na+]. (6) Given the product [CH3:11][NH:10][C:8]([C:6]1[C:5](=[O:12])[N:4]([C:13]2[CH:18]=[CH:17][CH:16]=[C:15]([C:19]([F:22])([F:21])[F:20])[CH:14]=2)[C:3]([CH3:23])=[C:2]([C:36]2[N:32]([C:29]3[CH:30]=[CH:31][C:26]([C:24]#[N:25])=[CH:27][CH:28]=3)[N:33]=[CH:34][CH:35]=2)[N:7]=1)=[O:9], predict the reactants needed to synthesize it. The reactants are: Br[C:2]1[N:7]=[C:6]([C:8]([NH:10][CH3:11])=[O:9])[C:5](=[O:12])[N:4]([C:13]2[CH:18]=[CH:17][CH:16]=[C:15]([C:19]([F:22])([F:21])[F:20])[CH:14]=2)[C:3]=1[CH3:23].[C:24]([C:26]1[CH:31]=[CH:30][C:29]([N:32]2[C:36](B(O)O)=[CH:35][CH:34]=[N:33]2)=[CH:28][CH:27]=1)#[N:25].C([O-])([O-])=O.[Cs+].[Cs+]. (7) Given the product [CH3:6][C:5]([CH3:7])=[CH:4][CH2:3][CH2:2][O:8][NH:9][C:10](=[O:16])[O:11][C:12]([CH3:15])([CH3:14])[CH3:13], predict the reactants needed to synthesize it. The reactants are: Br[CH2:2][CH2:3][CH:4]=[C:5]([CH3:7])[CH3:6].[OH:8][NH:9][C:10](=[O:16])[O:11][C:12]([CH3:15])([CH3:14])[CH3:13].C1CCN2C(=NCCC2)CC1.